From a dataset of Forward reaction prediction with 1.9M reactions from USPTO patents (1976-2016). Predict the product of the given reaction. (1) Given the reactants CN(C=[N:5][S:6]([C:9]1[C:10]([C:15]2[CH:20]=[CH:19][C:18]([CH2:21][NH2:22])=[CH:17][CH:16]=2)=[CH:11][CH:12]=[CH:13][CH:14]=1)(=[O:8])=[O:7])C.[ClH:23], predict the reaction product. The product is: [ClH:23].[NH2:22][CH2:21][C:18]1[CH:19]=[CH:20][C:15]([C:10]2[C:9]([S:6]([NH2:5])(=[O:7])=[O:8])=[CH:14][CH:13]=[CH:12][CH:11]=2)=[CH:16][CH:17]=1. (2) Given the reactants [CH3:1][N:2]1[CH2:7][CH:6]=[C:5]([C:8]2[CH:13]=[C:12]([O:14][CH:15]([CH3:17])[CH3:16])[C:11]([N+:18]([O-])=O)=[CH:10][N:9]=2)[CH2:4][CH2:3]1.C([O-])=O.[NH4+], predict the reaction product. The product is: [CH3:1][N:2]1[CH2:7][CH2:6][CH:5]([C:8]2[N:9]=[CH:10][C:11]([NH2:18])=[C:12]([O:14][CH:15]([CH3:17])[CH3:16])[CH:13]=2)[CH2:4][CH2:3]1.